The task is: Predict which catalyst facilitates the given reaction.. This data is from Catalyst prediction with 721,799 reactions and 888 catalyst types from USPTO. (1) Reactant: [CH:1]([C:4]1[CH:5]=[C:6]2[C:11](=[C:12]([C:14]3[CH:15]=[C:16]([CH2:20][CH:21]([C:24]4[CH:29]=[CH:28][C:27]([S:30]([CH3:33])(=[O:32])=[O:31])=[CH:26][CH:25]=4)[C:22]#[N:23])[CH:17]=[CH:18][CH:19]=3)[CH:13]=1)[N:10]=[CH:9][CH:8]=[CH:7]2)([CH3:3])[CH3:2].C([Sn](Cl)(CCCC)CCCC)CCC.[N-:48]=[N+:49]=[N-:50].[Na+]. Product: [CH:1]([C:4]1[CH:5]=[C:6]2[C:11](=[C:12]([C:14]3[CH:19]=[CH:18][CH:17]=[C:16]([CH2:20][CH:21]([C:24]4[CH:25]=[CH:26][C:27]([S:30]([CH3:33])(=[O:32])=[O:31])=[CH:28][CH:29]=4)[C:22]4[NH:50][N:49]=[N:48][N:23]=4)[CH:15]=3)[CH:13]=1)[N:10]=[CH:9][CH:8]=[CH:7]2)([CH3:3])[CH3:2]. The catalyst class is: 113. (2) Reactant: [Cl:1][C:2]1[CH:3]=[C:4]([NH:9][C:10]([C:13]2[N:14]=[N:15][S:16][C:17]=2[CH2:18][O:19][Si](C(C)C)(C(C)C)C(C)C)=[N:11][OH:12])[CH:5]=[CH:6][C:7]=1[F:8].Cl. Product: [Cl:1][C:2]1[CH:3]=[C:4]([NH:9][C:10]([C:13]2[N:14]=[N:15][S:16][C:17]=2[CH2:18][OH:19])=[N:11][OH:12])[CH:5]=[CH:6][C:7]=1[F:8]. The catalyst class is: 71. (3) Reactant: [C:1]([O:4][C@H:5]([CH3:20])[CH2:6][CH2:7][CH2:8][CH2:9][N:10]1[C:15](=[O:16])[CH:14]=[C:13]([NH2:17])[N:12]([CH3:18])[C:11]1=[O:19])(=[O:3])[CH3:2].[CH2:21]=[C:22]1O[C:24](=[O:25])[CH2:23]1.C1(C=CC(O)=CC=1)O. Product: [C:1]([O:4][C@H:5]([CH3:20])[CH2:6][CH2:7][CH2:8][CH2:9][N:10]1[C:15](=[O:16])[C:14]2[C:24](=[O:25])[CH:23]=[C:22]([CH3:21])[NH:17][C:13]=2[N:12]([CH3:18])[C:11]1=[O:19])(=[O:3])[CH3:2]. The catalyst class is: 68. (4) Reactant: ClC1C=CC=C(Cl)C=1C(Cl)=O.[CH3:12][O:13][C:14]1[CH:15]=[C:16]2[C:21](=[CH:22][C:23]=1[O:24][CH3:25])[N:20]=[CH:19][CH:18]=[C:17]2[O:26][C:27]1[CH:33]=[CH:32][C:30]([NH2:31])=[CH:29][CH:28]=1.[Cl:34][C:35]1[CH:40]=[CH:39][CH:38]=[C:37]([Cl:41])[C:36]=1[C:42]([N:44]=[C:45]=[S:46])=[O:43]. Product: [Cl:34][C:35]1[CH:40]=[CH:39][CH:38]=[C:37]([Cl:41])[C:36]=1[C:42]([N:44]=[C:45]=[S:46])=[O:43].[Cl:34][C:35]1[CH:40]=[CH:39][CH:38]=[C:37]([Cl:41])[C:36]=1[C:42]([NH:44][C:45]([NH:31][C:30]1[CH:32]=[CH:33][C:27]([O:26][C:17]2[C:16]3[C:21](=[CH:22][C:23]([O:24][CH3:25])=[C:14]([O:13][CH3:12])[CH:15]=3)[N:20]=[CH:19][CH:18]=2)=[CH:28][CH:29]=1)=[S:46])=[O:43]. The catalyst class is: 234. (5) Reactant: [CH3:1][O:2][C:3]1[CH:11]=[CH:10][C:6]([C:7]([OH:9])=[O:8])=[C:5]([CH3:12])[C:4]=1[CH3:13].[Li][CH:15](CC)C.CI. Product: [CH2:12]([C:5]1[C:4]([CH3:13])=[C:3]([O:2][CH3:1])[CH:11]=[CH:10][C:6]=1[C:7]([OH:9])=[O:8])[CH3:15]. The catalyst class is: 7.